From a dataset of Experimentally validated miRNA-target interactions with 360,000+ pairs, plus equal number of negative samples. Binary Classification. Given a miRNA mature sequence and a target amino acid sequence, predict their likelihood of interaction. (1) The miRNA is hsa-miR-544b with sequence ACCUGAGGUUGUGCAUUUCUAA. Result: 0 (no interaction). The protein sequence of the target gene is MLVTAYLSFVGLLASCLGLELSRCRARPPGRACSNPSFLQFQLDFYQVYFLALAADWLQAPYLYKLYQHYHFLEGQIAILYVCGLASTVLFGLVASSLVDWLGRKKSCVLFSLTYSLCCITKLSQDYFVLLVGRALGGLSTALLFSAFEAWYIHEHVERHDFPAEWIPATFARAAFWNHVLAVAAGVAAEAVASWIGLGPVAPFVAAIPLLALTGALALRNWGENYDRQRAFSKTCAGGLRCLLSDRRVLLLGVIQALFESVIFIFVFLWTPVLDPHGAPLGIVFSSFMAASLLGSSLYR.... (2) The miRNA is hsa-miR-6833-5p with sequence GUGUGGAAGAUGGGAGGAGAAA. The protein sequence of the target gene is MGERTLHAAVPTPGYPESESIMMAPICLVENQEEQLTVNSKALEILDKISQPVVVVAIVGLYRTGKSYLMNRLAGKRNGFPLGSTVQSETKGIWMWCVPHLSKPNHTLVLLDTEGLGDVEKSNPKNDSWIFALAVLLSSSFVYNSVSTINHQALEQLHYVTELAELIRAKSCPRPDEAEDSSEFASFFPDFIWTVRDFTLELKLDGNPITEDEYLENALKLIPGKNPKIQNSNMPRECIRHFFRKRKCFVFDRPTNDKQYLNHMDEVPEENLERHFLMQSDNFCSYIFTHAKTKTLREGI.... Result: 1 (interaction). (3) The miRNA is hsa-miR-616-5p with sequence ACUCAAAACCCUUCAGUGACUU. The protein sequence of the target gene is MLGWVQRVLPQPPGTPRKTKMQEEEEVEPEPEMEAEVEPEPNPEEAETESESMPPEESFKEEEVAVADPSPQETKEAALTSTISLRAQGAEISEMNSPSRRVLTWLMKGVEKVIPQPVHSITEDPAQILGHGSTGDTGCTDEPNEALEAQDTRPGLRLLLWLEQNLERVLPQPPKSSEVWRDEPAVATGAASDPAPPGRPQEMGPKLQARETPSLPTPIPLQPKEEPKEAPAPEPQPGSQAQTSSLPPTRDPARLVAWVLHRLEMALPQPVLHGKIGEQEPDSPGICDVQTISILPGGQV.... Result: 1 (interaction). (4) The miRNA is hsa-miR-548ah-3p with sequence CAAAAACUGCAGUUACUUUUGC. The protein sequence of the target gene is MAEAEGSSLLLLPPPPPPPRMAEVEAPTAAETDMKQYQGSGGVAMDVERSRFPYCVVWTPIPVLTWFFPIIGHMGICTSTGVIRDFAGPYFVSEDNMAFGKPAKYWKLDPAQVYASGPNAWDTAVHDASEEYKHRMHNLCCDNCHSHVALALNLMRYNNSTNWNMVTLCFFCLLYGKYVSVGAFVKTWLPFILLLGIILTVSLVFNLR. Result: 0 (no interaction). (5) The miRNA is hsa-miR-4747-5p with sequence AGGGAAGGAGGCUUGGUCUUAG. The protein sequence of the target gene is MDPAGAADPSVPPNPLTHLSLQDRSEMQLQSEADRRSLPGTWTRSSPEHTTILRGGVRRCLQQQCEQTVRILHAKVAQKSYGNEKRFFCPPPCVYLSGPGWRVKPGQDQAHQAGETGPTVCGYMGLDSASGSATETQKLNFEQQPDSREFGCAKTLYISDADKRKHFRLVLRLVLRGGRELGTFHSRLIKVISKPSQKKQSLKNTDLCISSGSKVSLFNRLRSQTVSTRYLSVEDGAFVASARQWAAFTLHLADGHSAQGDFPPREGYVRYGSLVQLVCTVTGITLPPMIIRKVAKQCAL.... Result: 1 (interaction).